From a dataset of Forward reaction prediction with 1.9M reactions from USPTO patents (1976-2016). Predict the product of the given reaction. (1) Given the reactants [Cl:1][C:2]1[C:3]([F:12])=[C:4]([C:7]([O:10]C)=[CH:8][CH:9]=1)[CH:5]=[O:6].B(Br)(Br)Br, predict the reaction product. The product is: [Cl:1][C:2]1[C:3]([F:12])=[C:4]([C:7]([OH:10])=[CH:8][CH:9]=1)[CH:5]=[O:6]. (2) Given the reactants [NH2:1][C@H:2]1[CH2:7][CH2:6][C@H:5]([NH:8][C:9]2[CH:10]=[C:11]([NH:18]CC3C=CC(OC)=CC=3)[C:12]3[N:13]([CH:15]=[CH:16][N:17]=3)[N:14]=2)[CH2:4][CH2:3]1.C(O)(C(F)(F)F)=O, predict the reaction product. The product is: [NH2:1][C@H:2]1[CH2:7][CH2:6][C@H:5]([NH:8][C:9]2[CH:10]=[C:11]([NH2:18])[C:12]3[N:13]([CH:15]=[CH:16][N:17]=3)[N:14]=2)[CH2:4][CH2:3]1. (3) Given the reactants C([O:8][C:9]([C:11]1[N:12]([CH3:34])[N:13]=[N:14][C:15]=1[C:16]1[CH:21]=[CH:20][C:19]([CH:22]2[CH2:27][CH2:26][CH:25]([CH2:28][C:29]([O:31][CH2:32][CH3:33])=[O:30])[CH2:24][CH2:23]2)=[CH:18][CH:17]=1)=[O:10])C1C=CC=CC=1.[H][H], predict the reaction product. The product is: [CH2:32]([O:31][C:29]([CH2:28][CH:25]1[CH2:24][CH2:23][CH:22]([C:19]2[CH:18]=[CH:17][C:16]([C:15]3[N:14]=[N:13][N:12]([CH3:34])[C:11]=3[C:9]([OH:10])=[O:8])=[CH:21][CH:20]=2)[CH2:27][CH2:26]1)=[O:30])[CH3:33]. (4) Given the reactants [CH2:1]([O:3][C:4](=[O:20])[CH:5]([CH2:18][CH3:19])[CH2:6][CH2:7][N:8]1[C:12]2=[N:13][S:14][C:15](N)=[C:11]2[S:10][C:9]1=[S:17])[CH3:2].N([O-])=O.[Na+].[I-:25].[K+].CCCCCC, predict the reaction product. The product is: [CH2:1]([O:3][C:4](=[O:20])[CH:5]([CH2:18][CH3:19])[CH2:6][CH2:7][N:8]1[C:12]2=[N:13][S:14][C:15]([I:25])=[C:11]2[S:10][C:9]1=[S:17])[CH3:2]. (5) Given the reactants [CH:1]([S:4]([C:7]1[C:8]([C@H:13]2[C@@H:17]([C:18]([O:20][CH2:21][CH3:22])=[O:19])[CH2:16][CH2:15][N:14]2C(OC(C)(C)C)=O)=[N:9][CH:10]=[CH:11][CH:12]=1)(=[O:6])=[O:5])([CH3:3])[CH3:2].[ClH:30].O1CCOCC1, predict the reaction product. The product is: [ClH:30].[CH:1]([S:4]([C:7]1[C:8]([C@H:13]2[C@@H:17]([C:18]([O:20][CH2:21][CH3:22])=[O:19])[CH2:16][CH2:15][NH:14]2)=[N:9][CH:10]=[CH:11][CH:12]=1)(=[O:5])=[O:6])([CH3:3])[CH3:2]. (6) Given the reactants [Cl-].O[NH3+:3].[C:4](=[O:7])([O-])[OH:5].[Na+].CS(C)=O.[O:13]=[C:14]1[C:19]([CH2:20][C:21]2[CH:26]=[CH:25][C:24]([C:27]3[C:28]([C:33]#[N:34])=[CH:29][CH:30]=[CH:31][CH:32]=3)=[CH:23][CH:22]=2)=[C:18]([CH2:35][CH2:36][CH3:37])[N:17]2[N:38]=[CH:39][N:40]=[C:16]2[N:15]1[C:41]1[CH:45]=[CH:44][S:43][CH:42]=1, predict the reaction product. The product is: [O:7]=[C:4]1[O:5][N:3]=[C:33]([C:28]2[CH:29]=[CH:30][CH:31]=[CH:32][C:27]=2[C:24]2[CH:25]=[CH:26][C:21]([CH2:20][C:19]3[C:14](=[O:13])[N:15]([C:41]4[CH:45]=[CH:44][S:43][CH:42]=4)[C:16]4[N:17]([N:38]=[CH:39][N:40]=4)[C:18]=3[CH2:35][CH2:36][CH3:37])=[CH:22][CH:23]=2)[NH:34]1.